The task is: Predict the reaction yield, written as a fraction of the theoretical maximum amount of product (1.0 means a 100% yield; for example, 0.34 means a 34% yield).. This data is from Reaction yield outcomes from USPTO patents with 853,638 reactions. The reactants are [C:1]([C:4]1[CH:20]=[CH:19][C:7]([O:8][C:9]2[CH:10]=[CH:11][C:12]3[B:16]([OH:17])[O:15][CH2:14][C:13]=3[CH:18]=2)=[CH:6][C:5]=1[C:21]([O:23]C)=O)(=[O:3])[NH2:2].[OH-].[Na+].Cl. The catalyst is CO. The product is [OH:17][B:16]1[C:12]2[CH:11]=[CH:10][C:9]([O:8][C:7]3[CH:6]=[C:5]4[C:4](=[CH:20][CH:19]=3)[C:1](=[O:3])[NH:2][C:21]4=[O:23])=[CH:18][C:13]=2[CH2:14][O:15]1. The yield is 0.750.